This data is from Reaction yield outcomes from USPTO patents with 853,638 reactions. The task is: Predict the reaction yield, written as a fraction of the theoretical maximum amount of product (1.0 means a 100% yield; for example, 0.34 means a 34% yield). (1) The reactants are [NH2:1][CH2:2][CH2:3][CH2:4][C:5]([OH:7])=[O:6].C1CCN2C(=NCCC2)CC1.[CH:19]1([N:25]=[C:26]=[O:27])[CH2:24][CH2:23][CH2:22][CH2:21][CH2:20]1.Cl. The catalyst is [OH-].[Na+]. The product is [CH:19]1([NH:25][C:26](=[O:27])[NH:1][CH2:2][CH2:3][CH2:4][C:5]([OH:7])=[O:6])[CH2:24][CH2:23][CH2:22][CH2:21][CH2:20]1. The yield is 0.760. (2) The reactants are [Br:1][C:2]1[CH:3]=[C:4]([N+:18]([O-])=O)[C:5]([N:8]2[CH2:12][CH2:11][CH2:10][C@H:9]2[C:13](OCC)=[O:14])=[N:6][CH:7]=1.P(OC1C=CC=CC=1)(OC1C=CC=CC=1)OC1C=CC=CC=1. The catalyst is ClCCl.[NH4+].[O-][V](=O)=O.[Pt]. The product is [Br:1][C:2]1[CH:7]=[N:6][C:5]2[N:8]3[CH2:12][CH2:11][CH2:10][C@H:9]3[C:13](=[O:14])[NH:18][C:4]=2[CH:3]=1. The yield is 0.428. (3) The reactants are FC(F)(F)C(O)=O.[CH:8]1([CH:12]([OH:24])[C:13]2[CH:23]=[CH:22][C:16]([C:17]([O:19][CH2:20][CH3:21])=[O:18])=[CH:15][CH:14]=2)[CH2:11][CH2:10][CH2:9]1.CC(OI1(OC(C)=O)(OC(C)=O)OC(=O)C2C=CC=CC1=2)=O. The catalyst is ClCCl. The product is [CH:8]1([C:12]([C:13]2[CH:14]=[CH:15][C:16]([C:17]([O:19][CH2:20][CH3:21])=[O:18])=[CH:22][CH:23]=2)=[O:24])[CH2:11][CH2:10][CH2:9]1. The yield is 0.780. (4) The reactants are [NH2:1][CH:2]([CH2:5][OH:6])[CH2:3][OH:4].O1CCOCC1.[CH3:13][C:14]([O:17][C:18](O[C:18]([O:17][C:14]([CH3:16])([CH3:15])[CH3:13])=[O:19])=[O:19])([CH3:16])[CH3:15]. The catalyst is O.O1CCOCC1. The product is [C:18]([NH:1][CH:2]([CH2:5][OH:6])[CH2:3][OH:4])([O:17][C:14]([CH3:16])([CH3:15])[CH3:13])=[O:19]. The yield is 0.950. (5) The reactants are C([NH:6][C:7]1[CH:12]=[CH:11][C:10]([N+:13]([O-:15])=[O:14])=[CH:9][C:8]=1[C:16]#[C:17][C:18]([CH3:24])(C)[C:19](OC)=O)(=O)CCC.CCCC[N+](CCCC)(CCCC)CCCC.[F-]. The catalyst is CN(C=O)C. The product is [CH:18]([C:17]1[NH:6][C:7]2[C:8]([CH:16]=1)=[CH:9][C:10]([N+:13]([O-:15])=[O:14])=[CH:11][CH:12]=2)([CH3:24])[CH3:19]. The yield is 0.330. (6) The reactants are [Si:1]([O:8][CH:9]1[CH2:14][CH2:13][CH:12]([NH:15][C:16]2[CH:21]=[CH:20][CH:19]=[CH:18][C:17]=2I)[CH2:11][CH2:10]1)([C:4]([CH3:7])([CH3:6])[CH3:5])([CH3:3])[CH3:2].[CH:23]1([C:26]#[CH:27])[CH2:25][CH2:24]1. The catalyst is C(N(CC)CC)C.[Cu]I.Cl[Pd](Cl)([P](C1C=CC=CC=1)(C1C=CC=CC=1)C1C=CC=CC=1)[P](C1C=CC=CC=1)(C1C=CC=CC=1)C1C=CC=CC=1. The product is [Si:1]([O:8][CH:9]1[CH2:14][CH2:13][CH:12]([NH:15][C:16]2[CH:21]=[CH:20][CH:19]=[CH:18][C:17]=2[C:27]#[C:26][CH:23]2[CH2:25][CH2:24]2)[CH2:11][CH2:10]1)([C:4]([CH3:7])([CH3:6])[CH3:5])([CH3:3])[CH3:2]. The yield is 1.00.